From a dataset of Full USPTO retrosynthesis dataset with 1.9M reactions from patents (1976-2016). Predict the reactants needed to synthesize the given product. Given the product [Br:16][C:11]1[C:7]([C:1]2[CH:2]=[CH:3][CH:4]=[CH:5][CH:6]=2)=[N:8][NH:9][C:10]=1[O:12][CH2:13][C:14]#[N:15], predict the reactants needed to synthesize it. The reactants are: [C:1]1([C:7]2[CH:11]=[C:10]([O:12][CH2:13][C:14]#[N:15])[NH:9][N:8]=2)[CH:6]=[CH:5][CH:4]=[CH:3][CH:2]=1.[Br:16]Br.